Dataset: Catalyst prediction with 721,799 reactions and 888 catalyst types from USPTO. Task: Predict which catalyst facilitates the given reaction. The catalyst class is: 33. Product: [F:14][C:11]1[CH:12]=[CH:13][C:8]2[N:9]([CH:15]=[C:6]([C:4]([OH:5])=[O:3])[N:7]=2)[CH:10]=1. Reactant: C([O:3][C:4]([C:6]1[N:7]=[C:8]2[CH:13]=[CH:12][C:11]([F:14])=[CH:10][N:9]2[CH:15]=1)=[O:5])C.